From a dataset of Catalyst prediction with 721,799 reactions and 888 catalyst types from USPTO. Predict which catalyst facilitates the given reaction. (1) Reactant: N#N.Br[C:4]1[C:13]2[C:8](=[CH:9][CH:10]=[CH:11][CH:12]=2)[C:7](=[O:14])[N:6]([CH3:15])[CH:5]=1.[CH2:16]([NH:23][S:24]([C:27]1[CH:28]=[C:29](B(O)O)[CH:30]=[CH:31][C:32]=1[O:33][CH3:34])(=[O:26])=[O:25])[C:17]1[CH:22]=[CH:21][CH:20]=[CH:19][CH:18]=1.C([O-])([O-])=O.[Na+].[Na+]. Product: [CH2:16]([NH:23][S:24]([C:27]1[CH:28]=[C:29]([C:4]2[C:13]3[C:8](=[CH:9][CH:10]=[CH:11][CH:12]=3)[C:7](=[O:14])[N:6]([CH3:15])[CH:5]=2)[CH:30]=[CH:31][C:32]=1[O:33][CH3:34])(=[O:26])=[O:25])[C:17]1[CH:22]=[CH:21][CH:20]=[CH:19][CH:18]=1. The catalyst class is: 75. (2) Reactant: Br[C:2]1[C:11]2[C:6](=[CH:7][CH:8]=[C:9]([O:12][CH3:13])[CH:10]=2)[C:5](=[O:14])[N:4]([C:15]2[CH:20]=[CH:19][C:18]([O:21][CH3:22])=[CH:17][CH:16]=2)[CH:3]=1.C(=O)([O-])[O-].[K+].[K+].[C:29]1(B(O)O)[CH:34]=[CH:33][CH:32]=[CH:31][CH:30]=1. Product: [CH3:13][O:12][C:9]1[CH:10]=[C:11]2[C:6](=[CH:7][CH:8]=1)[C:5](=[O:14])[N:4]([C:15]1[CH:20]=[CH:19][C:18]([O:21][CH3:22])=[CH:17][CH:16]=1)[CH:3]=[C:2]2[C:29]1[CH:34]=[CH:33][CH:32]=[CH:31][CH:30]=1. The catalyst class is: 73.